Task: Predict the reaction yield, written as a fraction of the theoretical maximum amount of product (1.0 means a 100% yield; for example, 0.34 means a 34% yield).. Dataset: Reaction yield outcomes from USPTO patents with 853,638 reactions (1) The reactants are [Br:1][C:2]1[CH:7]=[CH:6][N:5]=[C:4](F)[CH:3]=1.[NH2:9][CH2:10][CH:11]([OH:23])[CH2:12][N:13]1[CH2:22][CH2:21][C:20]2[C:15](=[CH:16][CH:17]=[CH:18][CH:19]=2)[CH2:14]1.O. The catalyst is CN(C=O)C. The product is [Br:1][C:2]1[CH:7]=[CH:6][N:5]=[C:4]([NH:9][CH2:10][CH:11]([OH:23])[CH2:12][N:13]2[CH2:22][CH2:21][C:20]3[C:15](=[CH:16][CH:17]=[CH:18][CH:19]=3)[CH2:14]2)[CH:3]=1. The yield is 0.820. (2) The reactants are [CH2:1]([O:3][C:4]([C:6]1([NH:15][C:16](=[O:25])[C:17]2[CH:22]=[CH:21][CH:20]=[C:19]([CH3:23])[C:18]=2[OH:24])[CH2:14][C:13]2[C:8](=[CH:9][CH:10]=[CH:11][CH:12]=2)[CH2:7]1)=[O:5])[CH3:2].C([O-])([O-])=O.[Cs+].[Cs+].Br[CH2:33][CH:34]1[CH2:36][CH2:35]1. The catalyst is CN(C=O)C. The product is [CH2:1]([O:3][C:4]([C:6]1([NH:15][C:16](=[O:25])[C:17]2[CH:22]=[CH:21][CH:20]=[C:19]([CH3:23])[C:18]=2[O:24][CH2:33][CH:34]2[CH2:36][CH2:35]2)[CH2:7][C:8]2[C:13](=[CH:12][CH:11]=[CH:10][CH:9]=2)[CH2:14]1)=[O:5])[CH3:2]. The yield is 0.710. (3) The reactants are [Br:1][CH2:2][CH2:3][CH2:4][CH2:5][C:6]([CH3:13])([CH3:12])[C:7](OCC)=[O:8].[Li+].[BH4-].CO. The product is [Br:1][CH2:2][CH2:3][CH2:4][CH2:5][C:6]([CH3:13])([CH3:12])[CH2:7][OH:8]. The catalyst is C(Cl)Cl. The yield is 0.990. (4) The reactants are [F:1][C:2]1[CH:7]=[CH:6][C:5]([F:8])=[CH:4][C:3]=1[C@H:9]1[CH2:13][CH2:12][CH2:11][N:10]1[C:14]1[CH:19]=[CH:18][N:17]2[N:20]=[CH:21][C:22]([NH2:23])=[C:16]2[N:15]=1.C1N=CN([C:29]([N:31]2[CH:35]=N[CH:33]=[CH:32]2)=[O:30])C=1.Cl.N1CC([OH:41])C1.CCN(C(C)C)C(C)C. The product is [F:1][C:2]1[CH:7]=[CH:6][C:5]([F:8])=[CH:4][C:3]=1[C@H:9]1[CH2:13][CH2:12][CH2:11][N:10]1[C:14]1[CH:19]=[CH:18][N:17]2[N:20]=[CH:21][C:22]([NH:23][C:29]([N:31]3[CH2:32][CH:33]([OH:41])[CH2:35]3)=[O:30])=[C:16]2[N:15]=1. The yield is 1.00. The catalyst is C(Cl)Cl. (5) The reactants are [NH:1]1[CH:6]=[CH:5][CH:4]=[CH:3][C:2]1=[O:7].[H-].[Na+].[CH2:10]([O:12][C:13](=[O:16])[CH2:14][CH3:15])[CH3:11]. The catalyst is C1COCC1. The product is [CH2:10]([O:12][C:13](=[O:16])[C@@H:14]([N:1]1[CH:6]=[CH:5][CH:4]=[CH:3][C:2]1=[O:7])[CH3:15])[CH3:11]. The yield is 0.460.